From a dataset of Peptide-MHC class II binding affinity with 134,281 pairs from IEDB. Regression. Given a peptide amino acid sequence and an MHC pseudo amino acid sequence, predict their binding affinity value. This is MHC class II binding data. (1) The peptide sequence is NWSEVLPQIQETTARIIFNG. The MHC is DRB1_0101 with pseudo-sequence DRB1_0101. The binding affinity (normalized) is 0.502. (2) The binding affinity (normalized) is 0.0606. The MHC is DRB1_1101 with pseudo-sequence DRB1_1101. The peptide sequence is KTKEGVLYVGSKTKE. (3) The peptide sequence is NGTLNGLDYDDYVYP. The MHC is DRB1_1101 with pseudo-sequence DRB1_1101. The binding affinity (normalized) is 0. (4) The peptide sequence is EYIEAAKWLLPPPKV. The MHC is HLA-DQA10102-DQB10602 with pseudo-sequence HLA-DQA10102-DQB10602. The binding affinity (normalized) is 0.570. (5) The peptide sequence is LAVFQPSSGNYVHCF. The MHC is DRB1_0901 with pseudo-sequence DRB1_0901. The binding affinity (normalized) is 1.00. (6) The peptide sequence is GELQIVDKIDAAFKY. The MHC is DRB3_0101 with pseudo-sequence DRB3_0101. The binding affinity (normalized) is 0.709. (7) The peptide sequence is SLFFSAQPFEITAST. The MHC is DRB1_0901 with pseudo-sequence DRB1_0901. The binding affinity (normalized) is 0.832.